This data is from Catalyst prediction with 721,799 reactions and 888 catalyst types from USPTO. The task is: Predict which catalyst facilitates the given reaction. (1) Reactant: [CH:1]([CH:4]1[CH2:9][CH2:8][C:7](=[O:10])[CH2:6][CH2:5]1)([CH3:3])[CH3:2].[Li+].CC([N-]C(C)C)C.[F:19][C:20]([F:39])([F:38])[S:21](N(C1C=CC=CN=1)[S:21]([C:20]([F:39])([F:38])[F:19])(=[O:23])=[O:22])(=[O:23])=[O:22]. Product: [F:19][C:20]([F:39])([F:38])[S:21]([O:10][C:7]1[CH2:8][CH2:9][CH:4]([CH:1]([CH3:3])[CH3:2])[CH2:5][CH:6]=1)(=[O:23])=[O:22]. The catalyst class is: 1. (2) Reactant: [OH-].[Na+].O[N:4]=[C:5]1[C:13](=[O:14])[C:12]2[C:7](=[CH:8][C:9]([O:18][CH3:19])=[C:10]([C:15]([NH2:17])=[O:16])[CH:11]=2)[CH2:6]1.C1(C)C=CC(S(Cl)(=O)=[O:27])=CC=1. Product: [C:5]([CH2:6][C:7]1[C:12]([C:13]([OH:14])=[O:27])=[CH:11][C:10]([C:15]([NH2:17])=[O:16])=[C:9]([O:18][CH3:19])[CH:8]=1)#[N:4]. The catalyst class is: 6. (3) Reactant: [F:1][C:2]1[CH:3]=[C:4]([CH:34]=[CH:35][CH:36]=1)[CH2:5][O:6][C:7]1[CH:12]=[CH:11][C:10]([NH:13][C:14]2[C:23]3[C:18](=[CH:19][CH:20]=[CH:21][C:22]=3[CH2:24][N:25]3[CH2:30][CH2:29][C@@H:28]([NH2:31])[C@H:27](O)[CH2:26]3)[N:17]=[CH:16][N:15]=2)=[CH:9][C:8]=1[Cl:33]. Product: [F:1][C:2]1[CH:3]=[C:4]([CH:34]=[CH:35][CH:36]=1)[CH2:5][O:6][C:7]1[CH:12]=[CH:11][C:10]([NH:13][C:14]2[C:23]3[C:18](=[CH:19][CH:20]=[CH:21][C:22]=3[CH2:24][N:25]3[CH2:26][CH2:27][CH:28]([NH2:31])[CH2:29][CH2:30]3)[N:17]=[CH:16][N:15]=2)=[CH:9][C:8]=1[Cl:33]. The catalyst class is: 5. (4) Reactant: [C:1]([O:5][C:6]([N:8]1[C:16]2[C:11](=[CH:12][CH:13]=[CH:14][CH:15]=2)[C:10](/[CH:17]=[CH:18]/[C:19]([OH:21])=O)=[CH:9]1)=[O:7])([CH3:4])([CH3:3])[CH3:2].[Cl:22][C:23]1[CH:35]=[CH:34][C:26]([C:27]([NH:29][NH:30][CH:31]([CH3:33])[CH3:32])=[O:28])=[CH:25][CH:24]=1.CN(C(ON1N=NC2C=CC=NC1=2)=[N+](C)C)C.F[P-](F)(F)(F)(F)F.C(N(CC)C(C)C)(C)C. Product: [Cl:22][C:23]1[CH:35]=[CH:34][C:26]([C:27]([NH:29][N:30]([C:19](=[O:21])/[CH:18]=[CH:17]/[C:10]2[C:11]3[C:16](=[CH:15][CH:14]=[CH:13][CH:12]=3)[N:8]([C:6]([O:5][C:1]([CH3:4])([CH3:3])[CH3:2])=[O:7])[CH:9]=2)[CH:31]([CH3:32])[CH3:33])=[O:28])=[CH:25][CH:24]=1. The catalyst class is: 31. (5) Reactant: [OH:1][CH2:2][CH2:3][CH2:4][CH2:5][NH:6][C:7](=[O:13])[O:8][C:9]([CH3:12])([CH3:11])[CH3:10].N1C=CC=CC=1.[C:20](OC(=O)C)(=[O:22])[CH3:21]. Product: [C:20]([O:1][CH2:2][CH2:3][CH2:4][CH2:5][NH:6][C:7]([O:8][C:9]([CH3:10])([CH3:12])[CH3:11])=[O:13])(=[O:22])[CH3:21]. The catalyst class is: 13. (6) Reactant: [CH2:1]([Li])CCC.[Br-].[OH:7][C:8]1[CH:13]=[CH:12][CH:11]=[CH:10][C:9]=1[P+](C1C=CC=CC=1)(C1C=CC=CC=1)C1C=CC=CC=1.[C:33]([CH2:35][CH2:36][CH2:37][CH2:38][CH:39]([CH:52]=O)[CH2:40][CH2:41][C:42]1[CH:51]=[CH:50][C:45]([C:46]([O:48][CH3:49])=[O:47])=[CH:44][CH:43]=1)#[N:34]. Product: [C:33]([CH2:35][CH2:36][CH2:37][CH2:38][CH:39](/[CH:52]=[CH:1]/[C:9]1[CH:10]=[CH:11][CH:12]=[CH:13][C:8]=1[OH:7])[CH2:40][CH2:41][C:42]1[CH:51]=[CH:50][C:45]([C:46]([O:48][CH3:49])=[O:47])=[CH:44][CH:43]=1)#[N:34]. The catalyst class is: 323. (7) Reactant: [N+:1]([C:4]1[CH:12]=[CH:11][C:7]([C:8]([OH:10])=O)=[CH:6][CH:5]=1)([O-:3])=[O:2].O.ON1C2C=CC=CC=2N=N1.CN1CCOCC1.[CH3:31][CH:32]([CH3:36])[CH2:33][CH2:34][NH2:35].Cl.CN(C)CCCN=C=NCC. Product: [CH2:34]([NH:35][C:8](=[O:10])[C:7]1[CH:6]=[CH:5][C:4]([N+:1]([O-:3])=[O:2])=[CH:12][CH:11]=1)[CH2:33][CH:32]([CH3:36])[CH3:31]. The catalyst class is: 35. (8) Reactant: [Cl:1][C:2]1[N:7]=[CH:6][C:5]([C:8]2[CH:17]=[CH:16][C:11]3[N:12]=[C:13]([NH2:15])[S:14][C:10]=3[CH:9]=2)=[CH:4][C:3]=1[N:18]([CH3:20])[CH3:19].[CH3:21][O:22][CH2:23][C:24](Cl)=[O:25]. Product: [Cl:1][C:2]1[N:7]=[CH:6][C:5]([C:8]2[CH:17]=[CH:16][C:11]3[N:12]=[C:13]([NH:15][C:24](=[O:25])[CH2:23][O:22][CH3:21])[S:14][C:10]=3[CH:9]=2)=[CH:4][C:3]=1[N:18]([CH3:20])[CH3:19]. The catalyst class is: 202. (9) Reactant: Cl[C:2]1[N:11]=[C:10]([C:12]2[CH:17]=[C:16]([F:18])[CH:15]=[CH:14][C:13]=2[CH3:19])[CH:9]=[C:8]2[C:3]=1[CH:4]=[C:5]([NH:20][C:21]([CH:23]1[CH2:25][CH2:24]1)=[O:22])[N:6]=[CH:7]2.[CH3:26]SC.[Na].O1CCCC1.O[O:36][S:37]([O-:39])=O.[K+]. The catalyst class is: 98. Product: [F:18][C:16]1[CH:15]=[CH:14][C:13]([CH3:19])=[C:12]([C:10]2[CH:9]=[C:8]3[C:3]([CH:4]=[C:5]([NH:20][C:21]([CH:23]4[CH2:25][CH2:24]4)=[O:22])[N:6]=[CH:7]3)=[C:2]([S:37]([CH3:26])(=[O:39])=[O:36])[N:11]=2)[CH:17]=1. (10) Reactant: C(=O)([O-])N.C[O:6][C:7](=[O:24])[CH2:8][C:9]1[C:10]([CH3:23])=[N:11][N:12]([CH2:15][C:16]2[CH:21]=[CH:20][C:19]([NH2:22])=[CH:18][CH:17]=2)[C:13]=1[CH3:14].C(N(C(C)C)CC)(C)C.Cl[C:35]([O:37][CH2:38][C:39]1[CH:44]=[CH:43][CH:42]=[CH:41][CH:40]=1)=[O:36]. Product: [CH2:38]([O:37][C:35]([NH:22][C:19]1[CH:20]=[CH:21][C:16]([CH2:15][N:12]2[C:13]([CH3:14])=[C:9]([CH2:8][C:7]([OH:6])=[O:24])[C:10]([CH3:23])=[N:11]2)=[CH:17][CH:18]=1)=[O:36])[C:39]1[CH:44]=[CH:43][CH:42]=[CH:41][CH:40]=1. The catalyst class is: 4.